This data is from Retrosynthesis with 50K atom-mapped reactions and 10 reaction types from USPTO. The task is: Predict the reactants needed to synthesize the given product. (1) Given the product CC(C)CN(C)C(=O)C1CCN(Cc2cccc(N)c2)CC1, predict the reactants needed to synthesize it. The reactants are: CC(C)CN(C)C(=O)C1CCN(Cc2cccc([N+](=O)[O-])c2)CC1. (2) Given the product CN(C(=O)c1cc(C(F)(F)F)cc(C(F)(F)F)c1)C(CCC(=O)O)C(c1ccccc1)c1ccccc1, predict the reactants needed to synthesize it. The reactants are: CCOC(=O)CCC(C(c1ccccc1)c1ccccc1)N(C)C(=O)c1cc(C(F)(F)F)cc(C(F)(F)F)c1. (3) Given the product CC(C)c1c(C(=O)Nc2ccccc2)c(-c2ccccc2)c(-c2ccc(F)cc2)n1CCC=O, predict the reactants needed to synthesize it. The reactants are: CCOC(CCn1c(-c2ccc(F)cc2)c(-c2ccccc2)c(C(=O)Nc2ccccc2)c1C(C)C)OCC. (4) Given the product O=[N+]([O-])c1cccc(CNc2nc(Cl)nc3sc4c(c23)CCCC4)c1, predict the reactants needed to synthesize it. The reactants are: Clc1nc(Cl)c2c3c(sc2n1)CCCC3.NCc1cccc([N+](=O)[O-])c1. (5) Given the product c1ccc(COc2cccc(Cc3nnn[nH]3)c2)cc1, predict the reactants needed to synthesize it. The reactants are: C[Si](C)(C)N=[N+]=[N-].N#CCc1cccc(OCc2ccccc2)c1. (6) Given the product C[C@H](c1ccccc1F)N(Cc1ccc(C(=O)N[C@@H]2CN[C@H](C(=O)N[C@@H]3CCCc4ccccc43)C2)cc1)C(=O)[C@@H]1Cc2ccccc2CN1, predict the reactants needed to synthesize it. The reactants are: C[C@H](c1ccccc1F)N(Cc1ccc(C(=O)N[C@H]2C[C@@H](C(=O)N[C@@H]3CCCc4ccccc43)N(C(=O)OC(C)(C)C)C2)cc1)C(=O)[C@@H]1Cc2ccccc2CN1.